This data is from Catalyst prediction with 721,799 reactions and 888 catalyst types from USPTO. The task is: Predict which catalyst facilitates the given reaction. Reactant: [CH2:1]([O:8][C:9]1[C:10]([C:20]([NH:22][CH2:23][C:24]2[CH:29]=[CH:28][C:27]([F:30])=[C:26]([Cl:31])[CH:25]=2)=[O:21])=[CH:11][N:12]2[CH2:17][CH2:16][N:15]([CH3:18])[C:14](=[O:19])[C:13]=12)[C:2]1[CH:7]=[CH:6][CH:5]=[CH:4][CH:3]=1.C(=O)(O)[O-].[Na+].[Br:37]Br. Product: [CH2:1]([O:8][C:9]1[C:10]([C:20]([NH:22][CH2:23][C:24]2[CH:29]=[CH:28][C:27]([F:30])=[C:26]([Cl:31])[CH:25]=2)=[O:21])=[C:11]([Br:37])[N:12]2[CH2:17][CH2:16][N:15]([CH3:18])[C:14](=[O:19])[C:13]=12)[C:2]1[CH:3]=[CH:4][CH:5]=[CH:6][CH:7]=1. The catalyst class is: 4.